Dataset: Forward reaction prediction with 1.9M reactions from USPTO patents (1976-2016). Task: Predict the product of the given reaction. (1) Given the reactants [NH2:1][C:2]1[S:6][C:5]([C:7]2[CH:8]=[N:9][C:10]([N:13]3[CH2:18][CH2:17][O:16][CH2:15][CH2:14]3)=[CH:11][CH:12]=2)=[N:4][C:3]=1[C:19]([O:21][CH2:22][CH3:23])=[O:20].Br[C:25]1[N:30]=[C:29]([CH:31]([N:34]2[CH2:39][CH2:38][O:37][CH2:36][CH2:35]2)[CH2:32][OH:33])[CH:28]=[CH:27][CH:26]=1.CC(C1C=C(C(C)C)C(C2C=CC=CC=2P(C2CCCCC2)C2CCCCC2)=C(C(C)C)C=1)C.C(=O)([O-])[O-].[K+].[K+].C(O)(CC)(C)C, predict the reaction product. The product is: [OH:33][CH2:32][CH:31]([C:29]1[N:30]=[C:25]([NH:1][C:2]2[S:6][C:5]([C:7]3[CH:8]=[N:9][C:10]([N:13]4[CH2:18][CH2:17][O:16][CH2:15][CH2:14]4)=[CH:11][CH:12]=3)=[N:4][C:3]=2[C:19]([O:21][CH2:22][CH3:23])=[O:20])[CH:26]=[CH:27][CH:28]=1)[N:34]1[CH2:39][CH2:38][O:37][CH2:36][CH2:35]1. (2) The product is: [C:10]([C:4]1[C:3]([O:2][CH3:1])=[CH:8][CH:7]=[CH:6][N:5]=1)#[N:12]. Given the reactants [CH3:1][O:2][C:3]1[CH:4]=[N+:5]([O-])[CH:6]=[CH:7][CH:8]=1.[CH2:10]([N:12](CC)CC)C, predict the reaction product. (3) Given the reactants C(C1[N:8]=[CH:7][C:6]([NH:9][S:10]([CH3:13])(=[O:12])=[O:11])=[CH:5][CH:4]=1)#N.C([O:16][CH2:17][CH3:18])C.[CH3:19][Mg]Br, predict the reaction product. The product is: [C:17]([C:18]1[N:8]=[CH:7][C:6]([NH:9][S:10]([CH3:13])(=[O:12])=[O:11])=[CH:5][CH:4]=1)(=[O:16])[CH3:19]. (4) The product is: [F:31][C:32]1[CH:37]=[CH:36][C:35]([C:25]2[CH:24]=[CH:23][C:22]([O:21][CH:14]([C:11]3[CH:12]=[CH:13][C:8]([C:7]([NH:6][CH2:5][CH2:4][C:3]([OH:30])=[O:2])=[O:29])=[CH:9][CH:10]=3)[CH2:15][CH2:16][CH2:17][CH2:18][CH2:19][CH3:20])=[CH:27][CH:26]=2)=[C:34]([CH3:41])[CH:33]=1. Given the reactants C[O:2][C:3](=[O:30])[CH2:4][CH2:5][NH:6][C:7](=[O:29])[C:8]1[CH:13]=[CH:12][C:11]([CH:14]([O:21][C:22]2[CH:27]=[CH:26][C:25](Br)=[CH:24][CH:23]=2)[CH2:15][CH2:16][CH2:17][CH2:18][CH2:19][CH3:20])=[CH:10][CH:9]=1.[F:31][C:32]1[CH:37]=[CH:36][C:35](B(O)O)=[C:34]([CH3:41])[CH:33]=1, predict the reaction product.